The task is: Predict the reactants needed to synthesize the given product.. This data is from Full USPTO retrosynthesis dataset with 1.9M reactions from patents (1976-2016). Given the product [Br:11][C:7]1[S:6][C:5]([NH2:8])=[N:4][C:3]=1[C:2]([F:10])([F:9])[F:1], predict the reactants needed to synthesize it. The reactants are: [F:1][C:2]([F:10])([F:9])[C:3]1[N:4]=[C:5]([NH2:8])[S:6][CH:7]=1.[Br:11]N1C(=O)CCC1=O.